Predict which catalyst facilitates the given reaction. From a dataset of Catalyst prediction with 721,799 reactions and 888 catalyst types from USPTO. (1) Reactant: [CH3:1][O:2][C:3]1[C:4]2[N:5]([N:15]=[CH:16][C:17]=2[C:18]#[C:19][CH:20]2[CH2:23][N:22](C(OC(C)(C)C)=O)[CH2:21]2)[CH:6]=[C:7]([C:9]2[CH:10]=[N:11][N:12]([CH3:14])[CH:13]=2)[CH:8]=1.[F:31][C:32]([F:37])([F:36])[C:33](O)=[O:34].C(OCC)(=[O:40])C. Product: [CH3:1][O:2][C:3]1[C:4]2[N:5]([N:15]=[CH:16][C:17]=2[C:18](=[O:40])[CH2:19][CH:20]2[CH2:23][N:22]([C:33](=[O:34])[C:32]([F:37])([F:36])[F:31])[CH2:21]2)[CH:6]=[C:7]([C:9]2[CH:10]=[N:11][N:12]([CH3:14])[CH:13]=2)[CH:8]=1. The catalyst class is: 4. (2) Reactant: [CH3:1][C:2]1[O:6][N:5]=[C:4]([N:7]2[C:16]3[C:11](=[CH:12][CH:13]=[CH:14][N:15]=3)[CH:10]=[C:9]([C:17](O)=[O:18])[C:8]2=[O:20])[CH:3]=1.C(Cl)(=O)C([Cl:24])=O.CN(C)C=O. Product: [CH3:1][C:2]1[O:6][N:5]=[C:4]([N:7]2[C:16]3[C:11](=[CH:12][CH:13]=[CH:14][N:15]=3)[CH:10]=[C:9]([C:17]([Cl:24])=[O:18])[C:8]2=[O:20])[CH:3]=1. The catalyst class is: 4. (3) Reactant: [Cl:1][C:2]1[CH:3]=[C:4]2[C:10]([C:11]3[N:16]=[C:15]4[N:17]([CH2:20][C:21]([NH:23][CH2:24][C:25]([F:28])([F:27])[F:26])=[O:22])[CH:18]=[CH:19][C:14]4=[N:13][CH:12]=3)=[CH:9][N:8](S(C3C=CC(C)=CC=3)(=O)=O)[C:5]2=[N:6][CH:7]=1.[OH-].[Na+].Cl. Product: [Cl:1][C:2]1[CH:3]=[C:4]2[C:10]([C:11]3[N:16]=[C:15]4[N:17]([CH2:20][C:21]([NH:23][CH2:24][C:25]([F:28])([F:26])[F:27])=[O:22])[CH:18]=[CH:19][C:14]4=[N:13][CH:12]=3)=[CH:9][NH:8][C:5]2=[N:6][CH:7]=1. The catalyst class is: 92. (4) Reactant: [CH:1]1([C:4]2[CH:9]=[CH:8][C:7]([O:10]C(=O)C)=[CH:6][CH:5]=2)[CH2:3][CH2:2]1.CO.C1COCC1.C([O-])(=O)C.[Na+]. Product: [CH:1]1([C:4]2[CH:9]=[CH:8][C:7]([OH:10])=[CH:6][CH:5]=2)[CH2:3][CH2:2]1. The catalyst class is: 28. (5) Reactant: [CH2:1]([C:5]1[N:9]=[C:8]([CH2:10][CH2:11][CH:12]([CH3:14])[CH3:13])[NH:7][N:6]=1)[CH2:2][CH2:3][CH3:4].[H-].[Na+].[H][H].Br[CH2:20][C:21]1[CH:26]=[CH:25][C:24]([C:27]2[CH:32]=[CH:31][CH:30]=[CH:29][C:28]=2[C:33]([O:35]C)=[O:34])=[CH:23][CH:22]=1. Product: [CH2:1]([C:5]1[N:9]=[C:8]([CH2:10][CH2:11][CH:12]([CH3:13])[CH3:14])[N:7]([CH2:20][C:21]2[CH:26]=[CH:25][C:24]([C:27]3[C:28]([C:33]([OH:35])=[O:34])=[CH:29][CH:30]=[CH:31][CH:32]=3)=[CH:23][CH:22]=2)[N:6]=1)[CH2:2][CH2:3][CH3:4]. The catalyst class is: 405. (6) The catalyst class is: 7. Product: [OH:8][CH2:9][C@@H:10]1[C:16]([CH3:17])=[CH:15][C@@H:14]2[CH2:18][N:11]1[C:12](=[O:23])[N:13]2[O:19][CH2:20][CH:21]=[CH2:22]. Reactant: [Si]([O:8][CH2:9][C@@H:10]1[C:16]([CH3:17])=[CH:15][C@@H:14]2[CH2:18][N:11]1[C:12](=[O:23])[N:13]2[O:19][CH2:20][CH:21]=[CH2:22])(C(C)(C)C)(C)C.CCCC[N+](CCCC)(CCCC)CCCC.[F-]. (7) Reactant: [CH3:1][O:2][C:3]1[N:8]2[N:9]=[C:10]([C:15]3[CH:20]=[CH:19][CH:18]=[CH:17][CH:16]=3)[C:11](C(O)=O)=[C:7]2[CH:6]=[CH:5][CH:4]=1. Product: [CH3:1][O:2][C:3]1[N:8]2[N:9]=[C:10]([C:15]3[CH:20]=[CH:19][CH:18]=[CH:17][CH:16]=3)[CH:11]=[C:7]2[CH:6]=[CH:5][CH:4]=1. The catalyst class is: 262.